From a dataset of Reaction yield outcomes from USPTO patents with 853,638 reactions. Predict the reaction yield, written as a fraction of the theoretical maximum amount of product (1.0 means a 100% yield; for example, 0.34 means a 34% yield). (1) The reactants are [CH3:1][N:2]([CH3:31])[C:3]1[N:8]=[C:7]([O:9][CH3:10])[C:6]([C:11]2[C:24]3[C:19](=[CH:20][C:21]([O:27][CH2:28][CH3:29])=[C:22]([O:25][CH3:26])[CH:23]=3)[C@@H:18]3[C@@H:13]([CH2:14][CH2:15][C@@H:16]([OH:30])[CH2:17]3)[N:12]=2)=[CH:5][N:4]=1.[O:32]=[C:33]([CH2:37][CH2:38][C:39]([OH:41])=[O:40])[C:34](O)=[O:35]. The catalyst is CC(C)=O. The product is [O:32]=[C:33]([CH2:37][CH2:38][C:39]([OH:41])=[O:40])[C:34]([O:30][C@@H:16]1[CH2:15][CH2:14][C@@H:13]2[C@@H:18]([C:19]3[C:24]([C:11]([C:6]4[C:7]([O:9][CH3:10])=[N:8][C:3]([N:2]([CH3:1])[CH3:31])=[N:4][CH:5]=4)=[N:12]2)=[CH:23][C:22]([O:25][CH3:26])=[C:21]([O:27][CH2:28][CH3:29])[CH:20]=3)[CH2:17]1)=[O:35]. The yield is 0.710. (2) The catalyst is C(#N)C. The reactants are [ClH:1].[NH2:2][C@H:3]1[CH2:12][CH2:11][C:10]2[C:5](=[CH:6][CH:7]=[CH:8][C:9]=2[O:13][CH3:14])[CH2:4]1.C1(C)C=CC(S(O[CH2:25][CH2:26][C:27]2[S:28][CH:29]=[CH:30][CH:31]=2)(=O)=O)=CC=1.C(=O)([O-])[O-].[K+].[K+]. The product is [ClH:1].[CH3:14][O:13][C:9]1[CH:8]=[CH:7][CH:6]=[C:5]2[C:10]=1[CH2:11][CH2:12][C@H:3]([NH:2][CH2:25][CH2:26][C:27]1[S:28][CH:29]=[CH:30][CH:31]=1)[CH2:4]2. The yield is 0.700. (3) The reactants are [NH2:1][C:2]1[CH:7]=[CH:6][C:5]([C:8]2[N:9]([CH:20]3[CH2:23][CH2:22][CH2:21]3)[C:10]3[C:15]([C:16]=2[C:17]#[N:18])=[CH:14][CH:13]=[C:12]([OH:19])[CH:11]=3)=[CH:4][CH:3]=1.C([O-])([O-])=O.[K+].[K+].C(C(C)=O)C.[CH3:35][O:36][CH2:37][CH2:38]Br. The catalyst is CN(C=O)C. The product is [NH2:1][C:2]1[CH:7]=[CH:6][C:5]([C:8]2[N:9]([CH:20]3[CH2:21][CH2:22][CH2:23]3)[C:10]3[C:15]([C:16]=2[C:17]#[N:18])=[CH:14][CH:13]=[C:12]([O:19][CH2:38][CH2:37][O:36][CH3:35])[CH:11]=3)=[CH:4][CH:3]=1. The yield is 0.817. (4) The reactants are [NH2:1][C:2](=[N:15][OH:16])[C:3]1[CH:12]=[CH:11][C:6](C(OC)=O)=[CH:5][C:4]=1OC.[CH3:17][O:18][CH2:19][CH2:20][N:21]([CH2:23]C1C=C(C=CC=1)C#N)[CH3:22]. No catalyst specified. The product is [OH:16][NH:15][C:2](=[NH:1])[C:3]1[CH:4]=[CH:5][CH:6]=[C:11]([CH2:22][N:21]([CH2:20][CH2:19][O:18][CH3:17])[CH3:23])[CH:12]=1. The yield is 0.930. (5) The reactants are [Cl:1][C:2]1[CH:10]=[C:6]([C:7]([OH:9])=O)[C:5]([OH:11])=[CH:4][CH:3]=1.[F:12][C:13]([F:22])([F:21])[C:14]1[CH:20]=[CH:19][C:17]([NH2:18])=[CH:16][CH:15]=1. No catalyst specified. The product is [F:12][C:13]([F:21])([F:22])[C:14]1[CH:15]=[CH:16][C:17]([NH:18][C:7](=[O:9])[C:6]2[CH:10]=[C:2]([Cl:1])[CH:3]=[CH:4][C:5]=2[OH:11])=[CH:19][CH:20]=1. The yield is 0.750. (6) The yield is 0.880. The reactants are [O:1]=[C:2]1[CH:19]=[C:18]([CH:20]2[CH2:25][CH2:24][N:23](C(OC(C)(C)C)=O)[CH2:22][CH2:21]2)[N:5]2[N:6]=[C:7]3[C:12]([C:11]([N:13]4[CH:17]=[CH:16][N:15]=[N:14]4)=[CH:10][CH:9]=[CH:8]3)=[C:4]2[NH:3]1.[ClH:33]. The catalyst is O1CCOCC1. The product is [ClH:33].[NH:23]1[CH2:22][CH2:21][CH:20]([C:18]2[N:5]3[N:6]=[C:7]4[C:12]([C:11]([N:13]5[CH:17]=[CH:16][N:15]=[N:14]5)=[CH:10][CH:9]=[CH:8]4)=[C:4]3[NH:3][C:2](=[O:1])[CH:19]=2)[CH2:25][CH2:24]1. (7) The reactants are CC(C)([O-])C.[K+].[CH2:7]([O:10][C:11]([N:13]([CH2:28][C:29]([O:31]C)=O)[C@H:14]([CH2:23][O:24][CH2:25][O:26][CH3:27])[CH2:15][C:16]([O:18][C:19]([CH3:22])([CH3:21])[CH3:20])=[O:17])=[O:12])[CH:8]=[CH2:9].Cl.[Cl-].[Na+].C(O)(=O)C.C([BH3-])#N.[Na+]. The catalyst is C1COCC1.CO. The product is [OH:31][CH:29]1[CH2:28][N:13]([C:11]([O:10][CH2:7][CH:8]=[CH2:9])=[O:12])[C@H:14]([CH2:23][O:24][CH2:25][O:26][CH3:27])[CH:15]1[C:16]([O:18][C:19]([CH3:22])([CH3:21])[CH3:20])=[O:17]. The yield is 0.300. (8) The reactants are [CH:1]1([CH2:4][N:5]2[CH:9]=[C:8]([N+:10]([O-:12])=[O:11])[CH:7]=[C:6]2[C:13]([OH:15])=[O:14])[CH2:3][CH2:2]1.C(N(CC)C(C)C)(C)C.FC(F)(F)C(O[C:30]1[C:35]([F:36])=[C:34]([F:37])[C:33]([F:38])=[C:32]([F:39])[C:31]=1[F:40])=O. The catalyst is CN(C=O)C. The product is [F:36][C:35]1[C:30]([O:14][C:13]([C:6]2[N:5]([CH2:4][CH:1]3[CH2:2][CH2:3]3)[CH:9]=[C:8]([N+:10]([O-:12])=[O:11])[CH:7]=2)=[O:15])=[C:31]([F:40])[C:32]([F:39])=[C:33]([F:38])[C:34]=1[F:37]. The yield is 0.980.